This data is from Catalyst prediction with 721,799 reactions and 888 catalyst types from USPTO. The task is: Predict which catalyst facilitates the given reaction. (1) Reactant: [C:1]([NH:4][C:5]1[CH:10]=[C:9]([C:11]2[S:12][C:13]([C:23]([O:25]CC)=[O:24])=[C:14]([C:16]3[CH:21]=[CH:20][CH:19]=[CH:18][C:17]=3[Cl:22])[N:15]=2)[CH:8]=[CH:7][N:6]=1)(=[O:3])[CH3:2].O.[OH-].[Li+].Cl. Product: [C:1]([NH:4][C:5]1[CH:10]=[C:9]([C:11]2[S:12][C:13]([C:23]([OH:25])=[O:24])=[C:14]([C:16]3[CH:21]=[CH:20][CH:19]=[CH:18][C:17]=3[Cl:22])[N:15]=2)[CH:8]=[CH:7][N:6]=1)(=[O:3])[CH3:2]. The catalyst class is: 30. (2) Reactant: Br[CH2:2][C:3]([C:5]1[C:6]([F:14])=[CH:7][C:8]([F:13])=[C:9]([CH:12]=1)[C:10]#[N:11])=[O:4].[OH:15][CH2:16][C@H:17]1[NH:22][CH2:21][CH2:20][N:19]([C:23]([O:25][C:26]([CH3:29])([CH3:28])[CH3:27])=[O:24])[CH2:18]1.CCN(C(C)C)C(C)C. Product: [C:10]([C:9]1[C:8]([F:13])=[CH:7][C:6]([F:14])=[C:5]([C:3](=[O:4])[CH2:2][N:22]2[CH2:21][CH2:20][N:19]([C:23]([O:25][C:26]([CH3:27])([CH3:28])[CH3:29])=[O:24])[CH2:18][C@H:17]2[CH2:16][OH:15])[CH:12]=1)#[N:11]. The catalyst class is: 1. (3) Reactant: C([N:4]([CH2:8][CH3:9])[CH:5](C)C)(C)C.[F:10][C:11]1[CH:27]=[C:26]([C:28]2[CH:29]=[N:30][C:31]3[N:32]([C:34]([C:37]4([C:40]5[CH:41]=[C:42]6[C:47](=[CH:48][CH:49]=5)[N:46]=[CH:45][CH:44]=[CH:43]6)[CH2:39][CH2:38]4)=[CH:35][N:36]=3)[CH:33]=2)[CH:25]=[CH:24][C:12]=1[C:13]([NH:15][C@@H:16]([C:20]([CH3:23])([CH3:22])[CH3:21])[C:17]([OH:19])=O)=[O:14].Cl.N1CCC1.F[P-](F)(F)(F)(F)F.N1(O[P+](N(C)C)(N(C)C)N(C)C)C2C=CC=CC=2N=N1. Product: [N:4]1([C:17]([C@@H:16]([NH:15][C:13](=[O:14])[C:12]2[CH:24]=[CH:25][C:26]([C:28]3[CH:29]=[N:30][C:31]4[N:32]([C:34]([C:37]5([C:40]6[CH:41]=[C:42]7[C:47](=[CH:48][CH:49]=6)[N:46]=[CH:45][CH:44]=[CH:43]7)[CH2:38][CH2:39]5)=[CH:35][N:36]=4)[CH:33]=3)=[CH:27][C:11]=2[F:10])[C:20]([CH3:23])([CH3:22])[CH3:21])=[O:19])[CH2:5][CH2:9][CH2:8]1. The catalyst class is: 9. (4) Reactant: [Cl:1][C:2]1[CH:3]=[CH:4][C:5]([C:17]#[N:18])=[C:6]([NH:8][C:9](=O)[C:10]2[CH:15]=[CH:14][CH:13]=[CH:12][CH:11]=2)[CH:7]=1.[OH-:19].[Na+].OO.Cl. Product: [Cl:1][C:2]1[CH:7]=[C:6]2[C:5]([C:17](=[O:19])[NH:18][C:9]([C:10]3[CH:15]=[CH:14][CH:13]=[CH:12][CH:11]=3)=[N:8]2)=[CH:4][CH:3]=1. The catalyst class is: 6. (5) Reactant: [CH2:1]([C:3]1[C:8]([O:9][C:10]2[C:11]([NH:23][C:24]3[S:28][N:27]=[C:26]([C@H:29]4[C@H:33]([CH2:34][O:35][CH3:36])[O:32]C5(CCCCC5)[O:30]4)[N:25]=3)=[N:12][CH:13]=[C:14]([S:16][C:17]3[CH:22]=[CH:21][CH:20]=[CH:19][N:18]=3)[CH:15]=2)=[CH:7][CH:6]=[CH:5][N:4]=1)[CH3:2].[ClH:42]. Product: [ClH:42].[CH2:1]([C:3]1[C:8]([O:9][C:10]2[C:11]([NH:23][C:24]3[S:28][N:27]=[C:26]([C@H:29]([OH:30])[C@@H:33]([OH:32])[CH2:34][O:35][CH3:36])[N:25]=3)=[N:12][CH:13]=[C:14]([S:16][C:17]3[CH:22]=[CH:21][CH:20]=[CH:19][N:18]=3)[CH:15]=2)=[CH:7][CH:6]=[CH:5][N:4]=1)[CH3:2]. The catalyst class is: 14. (6) Reactant: [Cl:1][S:2]([OH:5])(=O)=[O:3].[CH3:6][C:7]1[CH:19]=[CH:18][C:17]([CH3:20])=[CH:16][C:8]=1[O:9][CH2:10][C:11]([O:13][CH2:14][CH3:15])=[O:12]. Product: [Cl:1][S:2]([C:18]1[C:17]([CH3:20])=[CH:16][C:8]([O:9][CH2:10][C:11]([O:13][CH2:14][CH3:15])=[O:12])=[C:7]([CH3:6])[CH:19]=1)(=[O:5])=[O:3]. The catalyst class is: 22. (7) Reactant: Br[CH:2]([C:4]1[NH:13][C:12](=[O:14])[C:11]2[C:6](=[CH:7][CH:8]=[CH:9][CH:10]=2)[N:5]=1)[CH3:3].[CH3:15][O:16][C:17]1[CH:22]=[CH:21][C:20]([S:23]([N:26]2[CH2:31][CH2:30][NH:29][CH2:28][CH2:27]2)(=[O:25])=[O:24])=[CH:19][CH:18]=1. Product: [CH3:15][O:16][C:17]1[CH:22]=[CH:21][C:20]([S:23]([N:26]2[CH2:31][CH2:30][N:29]([CH:2]([C:4]3[NH:13][C:12](=[O:14])[C:11]4[C:6](=[CH:7][CH:8]=[CH:9][CH:10]=4)[N:5]=3)[CH3:3])[CH2:28][CH2:27]2)(=[O:25])=[O:24])=[CH:19][CH:18]=1. The catalyst class is: 10. (8) Reactant: [NH2-].[Na+].Cl[C:4]1[CH:9]=[C:8]([Cl:10])[N:7]=[C:6]([CH3:11])[N:5]=1.[NH2:12][C:13]1[S:14][C:15]([C:18]([NH:20][C:21]2[C:26]([CH3:27])=[CH:25][CH:24]=[CH:23][C:22]=2[Cl:28])=[O:19])=[CH:16][N:17]=1.Cl. Product: [Cl:10][C:8]1[N:7]=[C:6]([CH3:11])[N:5]=[C:4]([NH:12][C:13]2[S:14][C:15]([C:18]([NH:20][C:21]3[C:26]([CH3:27])=[CH:25][CH:24]=[CH:23][C:22]=3[Cl:28])=[O:19])=[CH:16][N:17]=2)[CH:9]=1. The catalyst class is: 90. (9) Reactant: C[O:2][C:3](=[O:26])[C@@H:4]([N:12]1[CH2:16][C:15]([O:17][C:18]2[CH:23]=[CH:22][CH:21]=[C:20]([Cl:24])[CH:19]=2)=[CH:14][C:13]1=[O:25])[CH2:5][CH:6]1[CH2:11][CH2:10][CH2:9][CH2:8][CH2:7]1.[OH-].[Li+]. Product: [Cl:24][C:20]1[CH:19]=[C:18]([CH:23]=[CH:22][CH:21]=1)[O:17][C:15]1[CH2:16][N:12]([C@@H:4]([CH2:5][CH:6]2[CH2:11][CH2:10][CH2:9][CH2:8][CH2:7]2)[C:3]([OH:26])=[O:2])[C:13](=[O:25])[CH:14]=1. The catalyst class is: 30.